This data is from Catalyst prediction with 721,799 reactions and 888 catalyst types from USPTO. The task is: Predict which catalyst facilitates the given reaction. (1) Reactant: [CH2:1]([N:8]([CH2:19][C:20]1[CH:25]=[CH:24][CH:23]=[CH:22][CH:21]=1)[CH:9]1[CH2:14][CH2:13][CH2:12][CH:11]([C:15](OC)=[O:16])[CH2:10]1)[C:2]1[CH:7]=[CH:6][CH:5]=[CH:4][CH:3]=1.C(N(CC1C=CC=CC=1)C1CCCC(C(OCC2C=CC=CC=2)=O)C1)C1C=CC=CC=1.[H-].[H-].[H-].[H-].[Li+].[Al+3]. The catalyst class is: 27. Product: [CH2:19]([N:8]([CH2:1][C:2]1[CH:7]=[CH:6][CH:5]=[CH:4][CH:3]=1)[CH:9]1[CH2:14][CH2:13][CH2:12][CH:11]([CH2:15][OH:16])[CH2:10]1)[C:20]1[CH:21]=[CH:22][CH:23]=[CH:24][CH:25]=1. (2) Reactant: [CH3:1][O:2][C:3]1[C:4]([CH:9]=O)=[N:5][CH:6]=[CH:7][N:8]=1.Cl.[NH2:12][OH:13].C(N(CC)CC)C. Product: [CH3:1][O:2][C:3]1[C:4]([CH:9]=[N:12][OH:13])=[N:5][CH:6]=[CH:7][N:8]=1. The catalyst class is: 8. (3) Reactant: C([O:3][C:4](=[O:24])[CH2:5][CH2:6][CH2:7][CH2:8][C:9]1[CH:13]=[C:12]([C:14]2[CH:19]=[CH:18][CH:17]=[CH:16][C:15]=2[NH:20][C:21](=[O:23])[CH3:22])[O:11][N:10]=1)C. Product: [C:21]([NH:20][C:15]1[CH:16]=[CH:17][CH:18]=[CH:19][C:14]=1[C:12]1[O:11][N:10]=[C:9]([CH2:8][CH2:7][CH2:6][CH2:5][C:4]([OH:24])=[O:3])[CH:13]=1)(=[O:23])[CH3:22]. The catalyst class is: 33. (4) Reactant: [C:1]([C:4]1[S:5][CH:6]=[C:7]([N+:9]([O-])=O)[CH:8]=1)(=[O:3])[CH3:2].O.O.[Sn](Cl)Cl.Cl.CC1C=CC(COC(NNC(C2C=NC=CN=2)=O)=O)=CC=1.[OH-].[Na+]. Product: [C:1]([C:4]1[S:5][CH:6]=[C:7]([NH2:9])[CH:8]=1)(=[O:3])[CH3:2]. The catalyst class is: 8. (5) Reactant: [NH:1]1[C:5]2=[N:6][CH:7]=[C:8]([O:10][C:11]3[CH:46]=[C:45]([N:47]4[CH2:52][CH2:51][N:50]([CH2:53][C:54]5[CH2:59][CH2:58][C:57]([CH3:61])([CH3:60])[CH2:56][C:55]=5[C:62]5[CH:67]=[CH:66][C:65]([Cl:68])=[CH:64][CH:63]=5)[CH2:49][CH2:48]4)[CH:44]=[CH:43][C:12]=3[C:13]([NH:15][S:16]([C:19]3[CH:24]=[CH:23][C:22]([NH:25][CH2:26][CH:27]4[CH2:32][O:31][CH2:30][CH2:29][N:28]4C(OC(C)(C)C)=O)=[C:21]([N+:40]([O-:42])=[O:41])[CH:20]=3)(=[O:18])=[O:17])=[O:14])[CH:9]=[C:4]2[CH:3]=[CH:2]1. Product: [Cl:68][C:65]1[CH:66]=[CH:67][C:62]([C:55]2[CH2:56][C:57]([CH3:60])([CH3:61])[CH2:58][CH2:59][C:54]=2[CH2:53][N:50]2[CH2:51][CH2:52][N:47]([C:45]3[CH:44]=[CH:43][C:12]([C:13]([NH:15][S:16]([C:19]4[CH:24]=[CH:23][C:22]([NH:25][CH2:26][CH:27]5[CH2:32][O:31][CH2:30][CH2:29][NH:28]5)=[C:21]([N+:40]([O-:42])=[O:41])[CH:20]=4)(=[O:18])=[O:17])=[O:14])=[C:11]([O:10][C:8]4[CH:9]=[C:4]5[CH:3]=[CH:2][NH:1][C:5]5=[N:6][CH:7]=4)[CH:46]=3)[CH2:48][CH2:49]2)=[CH:63][CH:64]=1. The catalyst class is: 330. (6) Reactant: [Br:1][C:2]1[C:3]([O:11][CH3:12])=[CH:4][C:5]([Cl:10])=C([CH:9]=1)C#N.[OH-:13].[Na+].[CH3:15][CH2:16][OH:17]. Product: [Br:1][C:2]1[C:3]([O:11][CH3:12])=[CH:4][C:5]([Cl:10])=[C:15]([CH:9]=1)[C:16]([OH:13])=[O:17]. The catalyst class is: 6.